Dataset: Reaction yield outcomes from USPTO patents with 853,638 reactions. Task: Predict the reaction yield, written as a fraction of the theoretical maximum amount of product (1.0 means a 100% yield; for example, 0.34 means a 34% yield). The yield is 0.489. The reactants are [NH2:1][C:2]1[CH:3]=[C:4]([CH:22]=[CH:23][CH:24]=1)[C:5]([NH:7][CH2:8][CH:9]([OH:21])[CH2:10][N:11]1[CH2:20][CH2:19][C:18]2[C:13](=[CH:14][CH:15]=[CH:16][CH:17]=2)[CH2:12]1)=[O:6].[O:25]1[CH2:30][CH2:29][C:28](=O)[CH2:27][CH2:26]1.CC(O)=O.[BH3-]C#N.[Na+]. The catalyst is CO. The product is [CH2:12]1[C:13]2[C:18](=[CH:17][CH:16]=[CH:15][CH:14]=2)[CH2:19][CH2:20][N:11]1[CH2:10][CH:9]([OH:21])[CH2:8][NH:7][C:5](=[O:6])[C:4]1[CH:22]=[CH:23][CH:24]=[C:2]([NH:1][CH:28]2[CH2:29][CH2:30][O:25][CH2:26][CH2:27]2)[CH:3]=1.